From a dataset of Full USPTO retrosynthesis dataset with 1.9M reactions from patents (1976-2016). Predict the reactants needed to synthesize the given product. (1) Given the product [CH2:2]([C@@H:3]1[C@:4]([OH:52])([CH3:51])[C@H:5]([OH:50])[C@@H:6]([CH3:49])[N:7]([CH3:48])[CH2:8][C@H:9]([CH3:47])[CH2:10][C@:11]([OH:46])([CH3:45])[C@H:12]([O:33][C@@H:34]2[C@H:35]([OH:44])[C@@H:36]([NH:41][CH3:42])[CH2:37][C@@H:38]([CH3:40])[O:39]2)[C@@H:13]([CH3:32])[C@H:14]([OH:20])[C@@H:15]([CH3:19])[C:16](=[O:17])[O:18]1)[CH3:1], predict the reactants needed to synthesize it. The reactants are: [CH3:1][CH2:2][C@H:3]1[O:18][C:16](=[O:17])[C@H:15]([CH3:19])[C@@H:14]([O:20][C@@H]2O[C@@H](C)[C@H](O)[C@@](OC)(C)C2)[C@H:13]([CH3:32])[C@@H:12]([O:33][C@@H:34]2[O:39][C@H:38]([CH3:40])[CH2:37][C@H:36]([N:41](C)[CH3:42])[C@H:35]2[OH:44])[C@@:11]([OH:46])([CH3:45])[CH2:10][C@@H:9]([CH3:47])[CH2:8][N:7]([CH3:48])[C@H:6]([CH3:49])[C@@H:5]([OH:50])[C@@:4]1([OH:52])[CH3:51].C([O-])(=O)C.[Na+].II.[OH-].[Na+]. (2) Given the product [Cl:46][C:43]1[CH:42]=[C:41]([C:47]2([C:64]([F:65])([F:67])[F:66])[O:51][N:50]=[C:49]([C:52]3[CH:53]=[C:54]4[C:58](=[CH:59][CH:60]=3)[C:57]3([CH2:61][N:62]([C:16](=[O:18])[CH2:15][S:12]([CH3:11])(=[O:14])=[O:13])[CH2:63]3)[O:56][CH2:55]4)[CH2:48]2)[CH:40]=[C:39]([Cl:38])[C:44]=1[F:45], predict the reactants needed to synthesize it. The reactants are: S(C1C=CC=CC=1)([O-])(=O)=O.[CH3:11][S:12]([CH2:15][C:16]([OH:18])=O)(=[O:14])=[O:13].C1N=CN(C(N2C=NC=C2)=O)C=1.C(N(CC)CC)C.[Cl:38][C:39]1[CH:40]=[C:41]([C:47]2([C:64]([F:67])([F:66])[F:65])[O:51][N:50]=[C:49]([C:52]3[CH:53]=[C:54]4[C:58](=[CH:59][CH:60]=3)[C:57]3([CH2:63][NH:62][CH2:61]3)[O:56][CH2:55]4)[CH2:48]2)[CH:42]=[C:43]([Cl:46])[C:44]=1[F:45].